Regression. Given a peptide amino acid sequence and an MHC pseudo amino acid sequence, predict their binding affinity value. This is MHC class II binding data. From a dataset of Peptide-MHC class II binding affinity with 134,281 pairs from IEDB. (1) The peptide sequence is RKGVLFNIQYVNYWF. The MHC is DRB3_0202 with pseudo-sequence DRB3_0202. The binding affinity (normalized) is 0.170. (2) The peptide sequence is GELQIVDCIDAAFKI. The MHC is DRB1_1302 with pseudo-sequence DRB1_1302. The binding affinity (normalized) is 0.343. (3) The peptide sequence is YDKFLANQSTVLTGK. The MHC is DRB1_0101 with pseudo-sequence DRB1_0101. The binding affinity (normalized) is 0.975. (4) The peptide sequence is LAPTGGVVKIWDIKD. The MHC is DRB1_0101 with pseudo-sequence DRB1_0101. The binding affinity (normalized) is 0.313.